Regression/Classification. Given a drug SMILES string, predict its absorption, distribution, metabolism, or excretion properties. Task type varies by dataset: regression for continuous measurements (e.g., permeability, clearance, half-life) or binary classification for categorical outcomes (e.g., BBB penetration, CYP inhibition). Dataset: cyp1a2_veith. From a dataset of CYP1A2 inhibition data for predicting drug metabolism from PubChem BioAssay. (1) The result is 0 (non-inhibitor). The molecule is CC(C)CO/N=C1/C[C@@H](O)[C@@H](O)[C@H]2[C@@H]1CC[C@@H]1C(=O)N(Cc3ccccc3)C(=O)[C@H]12. (2) The molecule is Cc1ccc(-n2ncc3c2ncn2nc(-c4ccco4)nc32)c(C)c1. The result is 0 (non-inhibitor). (3) The drug is COc1ccc(/C=C(\C#N)C(N)=O)c(OC)c1. The result is 1 (inhibitor). (4) The molecule is CCOc1ccc(NC(C)=O)cc1. The result is 1 (inhibitor).